Dataset: Full USPTO retrosynthesis dataset with 1.9M reactions from patents (1976-2016). Task: Predict the reactants needed to synthesize the given product. (1) Given the product [O:30]=[S:2]1(=[O:1])[CH2:7][CH2:6][N:5]([C:8]([C:10]2[N:11]([CH:34]([CH3:36])[CH3:35])[C:12]3[C:17]([CH:18]=2)=[CH:16][C:15]([C:19]([N:21]2[CH2:22][CH2:23][N:24]([CH:27]([CH3:28])[CH3:29])[CH2:25][CH2:26]2)=[O:20])=[CH:14][CH:13]=3)=[O:9])[CH2:4][CH2:3]1, predict the reactants needed to synthesize it. The reactants are: [O:1]=[S:2]1(=[O:30])[CH2:7][CH2:6][N:5]([C:8]([C:10]2[NH:11][C:12]3[C:17]([CH:18]=2)=[CH:16][C:15]([C:19]([N:21]2[CH2:26][CH2:25][N:24]([CH:27]([CH3:29])[CH3:28])[CH2:23][CH2:22]2)=[O:20])=[CH:14][CH:13]=3)=[O:9])[CH2:4][CH2:3]1.[H-].[Na+].Br[CH:34]([CH3:36])[CH3:35]. (2) Given the product [OH:32][C:30]1[CH:29]=[CH:28][C:14]2[C:15]([C:24]([F:27])([F:26])[F:25])=[C:16]([C:17]3[CH:22]=[CH:21][C:20]([OH:23])=[CH:19][CH:18]=3)[CH:11]([C:8]3[CH:9]=[CH:10][C:5]([S:4][CH2:3][CH2:2][N:42]4[CH2:47][CH2:46][CH2:45][CH2:44][CH2:43]4)=[CH:6][CH:7]=3)[O:12][C:13]=2[CH:31]=1, predict the reactants needed to synthesize it. The reactants are: Cl[CH2:2][CH2:3][S:4][C:5]1[CH:10]=[CH:9][C:8]([CH:11]2[C:16]([C:17]3[CH:22]=[CH:21][C:20]([OH:23])=[CH:19][CH:18]=3)=[C:15]([C:24]([F:27])([F:26])[F:25])[C:14]3[CH:28]=[CH:29][C:30]([OH:32])=[CH:31][C:13]=3[O:12]2)=[CH:7][CH:6]=1.[I-].[K+].O.C(OCC)(=O)C.[NH:42]1[CH2:47][CH2:46][CH2:45][CH2:44][CH2:43]1. (3) The reactants are: [CH:1]1([NH:4][CH2:5][CH2:6][CH2:7][NH:8][C:9]2[CH:14]=[CH:13][C:12]([S:15]([NH2:18])(=[O:17])=[O:16])=[CH:11][C:10]=2[N+:19]([O-:21])=[O:20])[CH2:3][CH2:2]1.[O:22]1[CH2:25][C:24](=O)[CH2:23]1.C(O[BH-](OC(=O)C)OC(=O)C)(=O)C.[Na+]. Given the product [CH:1]1([N:4]([CH:24]2[CH2:25][O:22][CH2:23]2)[CH2:5][CH2:6][CH2:7][NH:8][C:9]2[CH:14]=[CH:13][C:12]([S:15]([NH2:18])(=[O:16])=[O:17])=[CH:11][C:10]=2[N+:19]([O-:21])=[O:20])[CH2:3][CH2:2]1, predict the reactants needed to synthesize it. (4) Given the product [CH:13]1[C:14]2[C:5](=[CH:4][CH:3]=[CH:2][CH:1]=2)[CH:6]=[CH:7][CH:12]=1, predict the reactants needed to synthesize it. The reactants are: [CH:1]1[C:14]2[C:5](=[CH:6][C:7]3[C:12]([CH:13]=2)=CC=CC=3)[CH:4]=[CH:3][CH:2]=1.S(=O)(=O)(O)O. (5) The reactants are: [F:1][C:2]1[CH:7]=[CH:6][C:5]([C:8]2[C:12]([C:13]3[CH:18]=[CH:17][C:16]([F:19])=[CH:15][CH:14]=3)=[C:11]([CH:20]=[O:21])[N:10]([CH:22]([CH3:24])[CH3:23])[C:9]=2[C:25](O)=[O:26])=[CH:4][CH:3]=1.C(Cl)(=O)C(Cl)=O.[F:34][C:35]1[CH:41]=[CH:40][C:38]([NH2:39])=[CH:37][CH:36]=1.C(N(CC)CC)C. Given the product [F:34][C:35]1[CH:41]=[CH:40][C:38]([NH:39][C:25]([C:9]2[N:10]([CH:22]([CH3:23])[CH3:24])[C:11]([CH:20]=[O:21])=[C:12]([C:13]3[CH:18]=[CH:17][C:16]([F:19])=[CH:15][CH:14]=3)[C:8]=2[C:5]2[CH:4]=[CH:3][C:2]([F:1])=[CH:7][CH:6]=2)=[O:26])=[CH:37][CH:36]=1, predict the reactants needed to synthesize it.